Dataset: Forward reaction prediction with 1.9M reactions from USPTO patents (1976-2016). Task: Predict the product of the given reaction. (1) Given the reactants [C:1]([Si:5]([CH3:17])([CH3:16])[O:6][C:7]1[CH:8]=[C:9]2[C:13](=[CH:14][CH:15]=1)[NH:12][CH:11]=[CH:10]2)([CH3:4])([CH3:3])[CH3:2].Br[CH2:19][C:20]([O:22][CH2:23][CH3:24])=[O:21].C(=O)([O-])[O-].[Cs+].[Cs+], predict the reaction product. The product is: [CH2:23]([O:22][C:20](=[O:21])[CH2:19][N:12]1[C:13]2[C:9](=[CH:8][C:7]([O:6][Si:5]([C:1]([CH3:4])([CH3:3])[CH3:2])([CH3:17])[CH3:16])=[CH:15][CH:14]=2)[CH:10]=[CH:11]1)[CH3:24]. (2) Given the reactants [C:1]([NH:4][C:5]1[C:6]([F:17])=[C:7](/[CH:12]=[CH:13]/[C:14]([OH:16])=[O:15])[C:8](Cl)=[CH:9][CH:10]=1)(=[O:3])[CH3:2].C(N(CC)CC)C, predict the reaction product. The product is: [C:1]([NH:4][C:5]1[C:6]([F:17])=[C:7]([CH2:12][CH2:13][C:14]([OH:16])=[O:15])[CH:8]=[CH:9][CH:10]=1)(=[O:3])[CH3:2]. (3) Given the reactants C(SC1C=C(O)C(=O)NC=1)C1C=CC=CC=1.[CH3:17][C:18]1[C:22]([CH2:23][S:24][C:25]2[CH:26]=[C:27]([O:35]COC)[C:28](=[O:34])[N:29](COC)[CH:30]=2)=[C:21]([CH3:39])[O:20][N:19]=1, predict the reaction product. The product is: [CH3:17][C:18]1[C:22]([CH2:23][S:24][C:25]2[CH:26]=[C:27]([OH:35])[C:28](=[O:34])[NH:29][CH:30]=2)=[C:21]([CH3:39])[O:20][N:19]=1. (4) The product is: [Cl:1][C:2]1[CH:9]=[C:8]([C:10]([F:13])([F:12])[F:11])[CH:7]=[CH:6][C:3]=1[CH:4]=[O:26]. Given the reactants [Cl:1][C:2]1[CH:9]=[C:8]([C:10]([F:13])([F:12])[F:11])[CH:7]=[CH:6][C:3]=1[C:4]#N.[H-].C([Al+]CC(C)C)C(C)C.C(O)(=[O:26])C.ClCCl, predict the reaction product. (5) Given the reactants [CH2:1]=O.[Cl-].[Cl-].[Mg+2].C(N(CC)CC)C.[F:13][C:14]1[C:19]([F:20])=[CH:18][C:17]([F:21])=[CH:16][C:15]=1[OH:22].[C:23](=[O:26])([O-])[O-].[K+].[K+].CI, predict the reaction product. The product is: [F:13][C:14]1[C:15]([O:22][CH3:1])=[C:16]([C:17]([F:21])=[CH:18][C:19]=1[F:20])[CH:23]=[O:26].